Dataset: Full USPTO retrosynthesis dataset with 1.9M reactions from patents (1976-2016). Task: Predict the reactants needed to synthesize the given product. Given the product [C:1]([C:5]1[CH:31]=[CH:30][C:8]([C:9]([NH:11][C:12]2[CH:28]=[C:27]([NH:29][C:33]([O:35][CH2:36][CH3:37])=[O:34])[CH:26]=[CH:25][C:13]=2[C:14]([NH:16][C:17]2[CH:22]=[CH:21][C:20]([O:23][CH3:24])=[CH:19][CH:18]=2)=[O:15])=[O:10])=[CH:7][CH:6]=1)([CH3:4])([CH3:2])[CH3:3], predict the reactants needed to synthesize it. The reactants are: [C:1]([C:5]1[CH:31]=[CH:30][C:8]([C:9]([NH:11][C:12]2[CH:28]=[C:27]([NH2:29])[CH:26]=[CH:25][C:13]=2[C:14]([NH:16][C:17]2[CH:22]=[CH:21][C:20]([O:23][CH3:24])=[CH:19][CH:18]=2)=[O:15])=[O:10])=[CH:7][CH:6]=1)([CH3:4])([CH3:3])[CH3:2].Cl[C:33]([O:35][CH2:36][CH3:37])=[O:34].